From a dataset of Peptide-MHC class II binding affinity with 134,281 pairs from IEDB. Regression. Given a peptide amino acid sequence and an MHC pseudo amino acid sequence, predict their binding affinity value. This is MHC class II binding data. (1) The peptide sequence is NLMGKTLILLETFVR. The MHC is H-2-IAb with pseudo-sequence H-2-IAb. The binding affinity (normalized) is 0.0570. (2) The peptide sequence is GELQIVDKIPAAFKI. The MHC is DRB1_0101 with pseudo-sequence DRB1_0101. The binding affinity (normalized) is 0.797. (3) The peptide sequence is HVTRGAFLVRNGKKL. The MHC is HLA-DQA10501-DQB10402 with pseudo-sequence HLA-DQA10501-DQB10402. The binding affinity (normalized) is 0.872. (4) The peptide sequence is ECYVQRFHLIKNTFG. The MHC is DRB1_0404 with pseudo-sequence DRB1_0404. The binding affinity (normalized) is 0.666. (5) The peptide sequence is CSNLSTCVLGKLSQE. The MHC is DRB1_0405 with pseudo-sequence DRB1_0405. The binding affinity (normalized) is 0.209. (6) The peptide sequence is AADHAAPEDKYEAFV. The MHC is HLA-DQA10201-DQB10202 with pseudo-sequence HLA-DQA10201-DQB10202. The binding affinity (normalized) is 0.0175.